From a dataset of Forward reaction prediction with 1.9M reactions from USPTO patents (1976-2016). Predict the product of the given reaction. (1) Given the reactants [CH3:1][C:2]1[O:3][C:4]2[CH:10]=[CH:9][C:8]([C:11](=O)[CH2:12][C:13]([O:15]CC)=O)=[CH:7][C:5]=2[CH:6]=1.CC1C=CC(S(O)(=O)=O)=CC=1.[N:30]1[CH:35]=[CH:34][CH:33]=[CH:32][C:31]=1[C:36]1[CH:37]=[N:38][NH:39][C:40]=1[NH2:41], predict the reaction product. The product is: [CH3:1][C:2]1[O:3][C:4]2[CH:10]=[CH:9][C:8]([C:11]3[NH:41][C:40]4[N:39]([N:38]=[CH:37][C:36]=4[C:31]4[CH:32]=[CH:33][CH:34]=[CH:35][N:30]=4)[C:13](=[O:15])[CH:12]=3)=[CH:7][C:5]=2[CH:6]=1. (2) Given the reactants [C:1]([O:5][C:6](=[O:27])[NH:7][CH:8]([C:19]1[CH:24]=[CH:23][C:22]([Cl:25])=[C:21]([Cl:26])[CH:20]=1)[C:9]([C:11]1[CH:16]=[CH:15][C:14](Br)=[CH:13][C:12]=1[CH3:18])=[O:10])([CH3:4])([CH3:3])[CH3:2].[F:28][C:29]1[CH:30]=[C:31](B(O)O)[CH:32]=[N:33][CH:34]=1, predict the reaction product. The product is: [C:1]([O:5][C:6](=[O:27])[NH:7][CH:8]([C:19]1[CH:24]=[CH:23][C:22]([Cl:25])=[C:21]([Cl:26])[CH:20]=1)[C:9]([C:11]1[CH:16]=[CH:15][C:14]([C:31]2[CH:32]=[N:33][CH:34]=[C:29]([F:28])[CH:30]=2)=[CH:13][C:12]=1[CH3:18])=[O:10])([CH3:4])([CH3:3])[CH3:2]. (3) Given the reactants [N+:1]([O-:4])(O)=[O:2].[F:5][C:6]1[CH:11]=[CH:10][CH:9]=[CH:8][C:7]=1[OH:12], predict the reaction product. The product is: [F:5][C:6]1[CH:11]=[CH:10][CH:9]=[C:8]([N+:1]([O-:4])=[O:2])[C:7]=1[OH:12]. (4) Given the reactants [F:1][C:2]1[C:7]([F:8])=[CH:6][CH:5]=[CH:4][C:3]=1[C:9]1[N:41]=[C:12]2[CH:13]=[N:14][N:15]([CH:17]([C:22]3[O:26][N:25]=[C:24]([C:27]4[CH:32]=[CH:31][C:30]([O:33][CH2:34][CH2:35][CH3:36])=[CH:29][C:28]=4[C:37]([F:40])([F:39])[F:38])[CH:23]=3)[C:18]([O:20][CH3:21])=[O:19])[CH:16]=[C:11]2[N:10]=1.[C:42]([O-:45])([O-])=O.[K+].[K+].C[C:49](O)=[O:50].C[CH2:53][O:54][C:55]([CH3:57])=O, predict the reaction product. The product is: [F:1][C:2]1[C:7]([F:8])=[CH:6][CH:5]=[CH:4][C:3]=1[C:9]1[N:41]=[C:12]2[CH:13]=[N:14][N:15]([CH:17]([C:22]3[O:26][N:25]=[C:24]([C:27]4[CH:32]=[CH:31][C:30]([O:33][CH2:34][CH2:35][CH3:36])=[CH:29][C:28]=4[C:37]([F:38])([F:40])[F:39])[CH:23]=3)[C:18]([O:20][CH2:21][CH2:53][O:54][CH2:55][CH2:57][O:50][CH2:49][CH2:42][OH:45])=[O:19])[CH:16]=[C:11]2[N:10]=1. (5) Given the reactants [C:1]([O:5][C:6](=[O:12])[C@H:7]([C@@H:9]([CH3:11])[OH:10])[NH2:8])([CH3:4])([CH3:3])[CH3:2].Cl.C(N(CC)CC)C.[C:21]([O:25][C:26](O[C:26]([O:25][C:21]([CH3:24])([CH3:23])[CH3:22])=[O:27])=[O:27])([CH3:24])([CH3:23])[CH3:22], predict the reaction product. The product is: [C:1]([O:5][C:6](=[O:12])[C@H:7]([C@@H:9]([CH3:11])[OH:10])[NH:8][C:26]([O:25][C:21]([CH3:24])([CH3:23])[CH3:22])=[O:27])([CH3:4])([CH3:2])[CH3:3]. (6) The product is: [C:1]([O:5][C:6](=[O:27])[NH:7][CH2:8][CH:9]([NH2:16])[C:10]1[CH:11]=[CH:12][CH:13]=[CH:14][CH:15]=1)([CH3:4])([CH3:2])[CH3:3]. Given the reactants [C:1]([O:5][C:6](=[O:27])[NH:7][CH2:8][CH:9]([N:16]1C(=O)C2C(=CC=CC=2)C1=O)[C:10]1[CH:15]=[CH:14][CH:13]=[CH:12][CH:11]=1)([CH3:4])([CH3:3])[CH3:2].O.NN, predict the reaction product.